Dataset: Catalyst prediction with 721,799 reactions and 888 catalyst types from USPTO. Task: Predict which catalyst facilitates the given reaction. (1) Product: [NH2:29][C:14]1[N:13]=[CH:12][N:11]=[C:10]2[C:15]=1[N:16]=[C:17]([S:18][C:19]1[C:27]([I:28])=[CH:26][C:22]3[O:23][CH2:24][O:25][C:21]=3[CH:20]=1)[N:9]2[CH2:8][CH2:7][CH2:6][CH2:5][CH2:4][C:3]([OH:30])=[O:2]. The catalyst class is: 12. Reactant: C[O:2][C:3](=[O:30])[CH2:4][CH2:5][CH2:6][CH2:7][CH2:8][N:9]1[C:17]([S:18][C:19]2[C:27]([I:28])=[CH:26][C:22]3[O:23][CH2:24][O:25][C:21]=3[CH:20]=2)=[N:16][C:15]2[C:10]1=[N:11][CH:12]=[N:13][C:14]=2[NH2:29].[Li+].[OH-]. (2) The catalyst class is: 7. Product: [S:30]1[C:34]([C:35]2[C:36]([O:45][CH3:46])=[CH:37][C:38]([O:43][CH3:44])=[C:39]([CH:40]=[CH:20][C:19]([C:5]3[CH:4]=[C:3]([O:2][CH3:1])[C:8]([O:9][Si:10]([C:13]([CH3:16])([CH3:14])[CH3:15])([CH3:11])[CH3:12])=[C:7]([O:17][CH3:18])[CH:6]=3)=[O:21])[CH:42]=2)=[CH:33][C:32]2[CH:47]=[CH:48][CH:49]=[CH:50][C:31]1=2. Reactant: [CH3:1][O:2][C:3]1[CH:4]=[C:5]([C:19](=[O:21])[CH3:20])[CH:6]=[C:7]([O:17][CH3:18])[C:8]=1[O:9][Si:10]([C:13]([CH3:16])([CH3:15])[CH3:14])([CH3:12])[CH3:11].C([N-]C(C)C)(C)C.[Li+].[S:30]1[C:34]([C:35]2[C:36]([O:45][CH3:46])=[CH:37][C:38]([O:43][CH3:44])=[C:39]([CH:42]=2)[CH:40]=O)=[CH:33][C:32]2[CH:47]=[CH:48][CH:49]=[CH:50][C:31]1=2. (3) Reactant: [F:1][C:2]1[CH:7]=[CH:6][C:5]([O:8][CH3:9])=[CH:4][C:3]=1[C:10]1[C:11]([OH:17])=[CH:12][C:13]([OH:16])=[CH:14][CH:15]=1.CC1C=CC=C(C)N=1.FC(F)(F)S(O[Si:32]([CH:39]([CH3:41])[CH3:40])([CH:36]([CH3:38])[CH3:37])[CH:33]([CH3:35])[CH3:34])(=O)=O.Cl. Product: [F:1][C:2]1[CH:7]=[CH:6][C:5]([O:8][CH3:9])=[CH:4][C:3]=1[C:10]1[C:11]([OH:17])=[CH:12][C:13]([O:16][Si:32]([CH:39]([CH3:41])[CH3:40])([CH:36]([CH3:38])[CH3:37])[CH:33]([CH3:35])[CH3:34])=[CH:14][CH:15]=1. The catalyst class is: 11. (4) The catalyst class is: 1. Product: [CH2:10]([C:8]1[CH:7]=[N:6][C:5]([Cl:14])=[C:4]([CH:9]=1)[C:3]([OH:15])=[O:2])[CH2:11][CH2:12][CH3:13]. Reactant: C[O:2][C:3](=[O:15])[C:4]1[CH:9]=[C:8]([CH2:10][CH2:11][CH2:12][CH3:13])[CH:7]=[N:6][C:5]=1[Cl:14].[Li+].[OH-]. (5) Reactant: [CH3:1][C:2]1[CH:17]=[N:16][C:5]2[NH:6][C:7]3[CH2:15][CH:14]4[N:10]([CH2:11][CH2:12][CH2:13]4)[CH2:9][C:8]=3[C:4]=2[CH:3]=1.[H-].[Na+].CC1C=CC(S(O[CH2:31][CH2:32][C:33]2[CH:34]=[N:35][C:36]([CH3:39])=[CH:37][CH:38]=2)(=O)=O)=CC=1. Product: [CH3:1][C:2]1[CH:17]=[N:16][C:5]2[N:6]([CH2:31][CH2:32][C:33]3[CH:34]=[N:35][C:36]([CH3:39])=[CH:37][CH:38]=3)[C:7]3[CH2:15][CH:14]4[N:10]([CH2:11][CH2:12][CH2:13]4)[CH2:9][C:8]=3[C:4]=2[CH:3]=1. The catalyst class is: 18. (6) The catalyst class is: 1. Product: [CH3:16][O:17][CH:18]=[C:12]1[CH2:14][CH:7]2[N:6]([C:4]([O:3][CH2:2][CH3:1])=[O:5])[CH:10]([CH2:9][CH2:8]2)[CH2:11]1. Reactant: [CH3:1][CH2:2][O:3][C:4]([N:6]1[CH:10]2[CH2:11][C:12]([CH2:14][CH:7]1[CH2:8][CH2:9]2)=O)=[O:5].[Cl-].[CH3:16][O:17][CH2:18][P+](C1C=CC=CC=1)(C1C=CC=CC=1)C1C=CC=CC=1.C[Si]([N-][Si](C)(C)C)(C)C.[Na+]. (7) Reactant: [CH:1]1([CH2:7][N:8]2[C:12]([CH3:13])=[C:11]([S:14]([CH2:17][CH:18]3[CH2:20][CH2:19]3)(=[O:16])=[O:15])[CH:10]=[C:9]2C(O)=O)[CH2:6][CH2:5][CH2:4][CH2:3][CH2:2]1. Product: [CH:1]1([CH2:7][N:8]2[CH:9]=[CH:10][C:11]([S:14]([CH2:17][CH:18]3[CH2:19][CH2:20]3)(=[O:16])=[O:15])=[C:12]2[CH3:13])[CH2:2][CH2:3][CH2:4][CH2:5][CH2:6]1. The catalyst class is: 422. (8) Reactant: C(NC(C)C)(C)C.C([Li])CCC.[Li].[CH3:14][C:15]1([CH3:22])[CH2:20][CH2:19][C:18](=[O:21])[CH:17]=[CH:16]1.[CH2:23]=[O:24].Cl. Product: [CH3:14][C:15]1([CH3:22])[CH2:20][CH:19]([CH2:23][OH:24])[C:18](=[O:21])[CH:17]=[CH:16]1. The catalyst class is: 188.